From a dataset of Reaction yield outcomes from USPTO patents with 853,638 reactions. Predict the reaction yield, written as a fraction of the theoretical maximum amount of product (1.0 means a 100% yield; for example, 0.34 means a 34% yield). (1) The product is [NH2:31][C:28]1[CH:29]=[CH:30][C:2]([Cl:1])=[C:3]([CH:27]=1)[CH2:4][O:5][C:6]1[CH:7]=[C:8]2[C:13](=[CH:14][CH:15]=1)[C@H:12]([C:16]([O:18][CH3:19])=[O:17])[N:11]([C:20]([O:22][C:23]([CH3:24])([CH3:26])[CH3:25])=[O:21])[CH2:10][CH2:9]2. The reactants are [Cl:1][C:2]1[CH:30]=[CH:29][C:28]([N+:31]([O-])=O)=[CH:27][C:3]=1[CH2:4][O:5][C:6]1[CH:7]=[C:8]2[C:13](=[CH:14][CH:15]=1)[C@H:12]([C:16]([O:18][CH3:19])=[O:17])[N:11]([C:20]([O:22][C:23]([CH3:26])([CH3:25])[CH3:24])=[O:21])[CH2:10][CH2:9]2.CN(C)N. The yield is 0.320. The catalyst is CO. (2) The reactants are [F:1][C:2]1[CH:9]=[CH:8][C:5]([CH:6]=O)=[CH:4][CH:3]=1.[CH2:10]([O:12][C:13]([CH:15]1[CH:20]2[CH2:21][CH:17]([CH2:18][CH2:19]2)[N:16]1[NH2:22])=[O:14])[CH3:11].C([BH3-])#N.[Na+]. The catalyst is CO. The product is [CH2:10]([O:12][C:13]([CH:15]1[CH:20]2[CH2:21][CH:17]([CH2:18][CH2:19]2)[N:16]1[NH:22][CH2:6][C:5]1[CH:8]=[CH:9][C:2]([F:1])=[CH:3][CH:4]=1)=[O:14])[CH3:11]. The yield is 0.476. (3) The yield is 0.730. The product is [CH2:36]([N:16]1[C:17]2[C:22](=[CH:21][C:20]([N:23]3[CH2:28][CH2:27][N:26]([C:29]([O:31][C:32]([CH3:35])([CH3:34])[CH3:33])=[O:30])[CH2:25][CH2:24]3)=[CH:19][CH:18]=2)[C:14]([S:11]([C:1]2[C:10]3[C:5](=[CH:6][CH:7]=[CH:8][CH:9]=3)[CH:4]=[CH:3][CH:2]=2)(=[O:13])=[O:12])=[N:15]1)[CH:37]([CH3:39])[CH3:38]. The reactants are [C:1]1([S:11]([C:14]2[C:22]3[C:17](=[CH:18][CH:19]=[C:20]([N:23]4[CH2:28][CH2:27][N:26]([C:29]([O:31][C:32]([CH3:35])([CH3:34])[CH3:33])=[O:30])[CH2:25][CH2:24]4)[CH:21]=3)[NH:16][N:15]=2)(=[O:13])=[O:12])[C:10]2[C:5](=[CH:6][CH:7]=[CH:8][CH:9]=2)[CH:4]=[CH:3][CH:2]=1.[CH3:36][C:37]([O-])([CH3:39])[CH3:38].[K+].C(I)C(C)C. The catalyst is CN(C=O)C.O. (4) The reactants are [CH3:1][C:2]1[O:3][C:4]2[C:10]([C:11](OCC)=[O:12])=[CH:9][CH:8]=[CH:7][C:5]=2[N:6]=1.[H-].[Al+3].[Li+].[H-].[H-].[H-]. The catalyst is O1CCCC1. The product is [CH3:1][C:2]1[O:3][C:4]2[C:10]([CH2:11][OH:12])=[CH:9][CH:8]=[CH:7][C:5]=2[N:6]=1. The yield is 0.680. (5) The reactants are [Br:1][C:2]1[CH:7]=[C:6]([S:8]([CH2:11][CH2:12][CH3:13])(=[O:10])=[O:9])[CH:5]=[C:4]([O:14]C)[CH:3]=1.B(Br)(Br)Br. No catalyst specified. The product is [Br:1][C:2]1[CH:3]=[C:4]([OH:14])[CH:5]=[C:6]([S:8]([CH2:11][CH2:12][CH3:13])(=[O:9])=[O:10])[CH:7]=1. The yield is 0.780. (6) The reactants are [Br:1][C:2]1[C:11]([CH3:12])=[CH:10][CH:9]=[CH:8][C:3]=1[C:4]([O:6][CH3:7])=[O:5].BrN1C(=[O:19])CCC1=O.C(OOC(=O)C1C=CC=CC=1)(=O)C1C=CC=CC=1. The catalyst is C(Cl)(Cl)(Cl)Cl. The product is [Br:1][C:2]1[C:11]([CH:12]=[O:19])=[CH:10][CH:9]=[CH:8][C:3]=1[C:4]([O:6][CH3:7])=[O:5]. The yield is 0.580. (7) The catalyst is CCOC(C)=O. The yield is 0.430. The reactants are [Cl:1][C:2]1(N)[CH:7]=[CH:6][C:5]([N:8]([C:12]2[CH:17]=[CH:16][CH:15]=[CH:14][C:13]=2[C:18]([F:21])([F:20])[F:19])[C:9](=[O:11])[NH2:10])=[CH:4][CH2:3]1.[C:23]([O:34][CH3:35])(=[O:33])[C:24]1[CH:32]=[CH:31][CH:30]=[C:26](C([O-])=O)[CH:25]=1.C1C=CC2N([OH:45])N=NC=2C=1.O.CN1CCOCC1.CCN=C=NCCCN(C)C.Cl.C[N:67]([CH:69]=[O:70])C. The product is [Cl:1][C:2]1([C:31]2[CH:30]=[CH:26][CH:25]=[C:24]([C:23]([O:34][CH3:35])=[O:33])[CH:32]=2)[CH:7]=[CH:6][C:5]([N:8]([C:12]2[CH:17]=[CH:16][CH:15]=[CH:14][C:13]=2[C:18]([F:21])([F:20])[F:19])[C:9](=[O:11])[NH2:10])=[C:4]([NH:67][C:69]([OH:70])=[O:45])[CH2:3]1.